From a dataset of Forward reaction prediction with 1.9M reactions from USPTO patents (1976-2016). Predict the product of the given reaction. (1) Given the reactants [C:1]([O:5][C:6]([NH:8][C@H:9]([CH2:16][C:17]1[CH:22]=[CH:21][CH:20]=[CH:19][C:18]=1[F:23])[CH2:10]OS(C)(=O)=O)=[O:7])([CH3:4])([CH3:3])[CH3:2].[C:24]([O-:27])(=[S:26])[CH3:25].[K+], predict the reaction product. The product is: [C:1]([O:5][C:6]([NH:8][C@H:9]([CH2:16][C:17]1[CH:22]=[CH:21][CH:20]=[CH:19][C:18]=1[F:23])[CH2:10][S:26][C:24](=[O:27])[CH3:25])=[O:7])([CH3:2])([CH3:3])[CH3:4]. (2) The product is: [ClH:1].[CH3:9][C:5]1[CH:6]=[CH:7][CH:8]=[C:3]([CH3:2])[C:4]=1[CH2:10][NH:11][C:12]1[C:13]2[N:14]([C:28]([CH3:32])=[C:29]([CH3:31])[N:30]=2)[CH:15]=[C:16]([N:18]2[C:23](=[O:24])[CH:22]=[CH:21][C:20]([C:25]([NH2:35])=[O:27])=[CH:19]2)[CH:17]=1. Given the reactants [ClH:1].[CH3:2][C:3]1[CH:8]=[CH:7][CH:6]=[C:5]([CH3:9])[C:4]=1[CH2:10][NH:11][C:12]1[C:13]2[N:14]([C:28]([CH3:32])=[C:29]([CH3:31])[N:30]=2)[CH:15]=[C:16]([N:18]2[C:23](=[O:24])[CH:22]=[CH:21][C:20]([C:25]([OH:27])=O)=[CH:19]2)[CH:17]=1.[NH4+].O[N:35]1C2C=CC=CC=2N=N1.C(N1CCOCC1)C.Cl.CN(C)CCCN=C=NCC.Cl, predict the reaction product. (3) Given the reactants N[C:2]1[C:3]([CH3:8])=[CH:4][CH:5]=[CH:6][CH:7]=1.O=S(Cl)Cl.[S:13](=[N:15]S(C)(=O)=O)=O.N1C=CC=CC=1, predict the reaction product. The product is: [S:13]1[C:2]2[CH:7]=[CH:6][CH:5]=[CH:4][C:3]=2[CH:8]=[N:15]1. (4) Given the reactants C(N(S(F)(F)[F:7])CC)C.O[CH:11]([CH2:48][N:49]1[CH2:53]CC[CH2:50]1)[CH2:12][CH:13]1[CH2:18][CH2:17][N:16]([C:19]2[CH:28]=[C:27]([C:29]([NH:31][CH2:32][C@H:33]3[CH2:38][CH2:37][C@H:36]([CH2:39][NH:40][C:41](=[O:47])[O:42][C:43]([CH3:46])([CH3:45])[CH3:44])[CH2:35][CH2:34]3)=[O:30])[C:26]3[C:21](=[CH:22][CH:23]=[CH:24][CH:25]=3)[N:20]=2)[CH2:15][CH2:14]1.CCOC(C)=O.C([O-])(O)=O.[Na+], predict the reaction product. The product is: [CH3:50][N:49]([CH3:53])[CH2:48][CH:11]([F:7])[CH2:12][CH:13]1[CH2:18][CH2:17][N:16]([C:19]2[CH:28]=[C:27]([C:29]([NH:31][CH2:32][C@H:33]3[CH2:38][CH2:37][C@H:36]([CH2:39][NH:40][C:41](=[O:47])[O:42][C:43]([CH3:46])([CH3:45])[CH3:44])[CH2:35][CH2:34]3)=[O:30])[C:26]3[C:21](=[CH:22][CH:23]=[CH:24][CH:25]=3)[N:20]=2)[CH2:15][CH2:14]1. (5) Given the reactants C([O:3][C:4]([C:6]1[C:7]([C:19]([F:22])([F:21])[F:20])=[N:8][N:9]([CH2:11][C:12]2[CH:13]=[N:14][C:15]([F:18])=[CH:16][CH:17]=2)[CH:10]=1)=[O:5])C.O.[OH-].[Li+], predict the reaction product. The product is: [F:18][C:15]1[N:14]=[CH:13][C:12]([CH2:11][N:9]2[CH:10]=[C:6]([C:4]([OH:5])=[O:3])[C:7]([C:19]([F:20])([F:22])[F:21])=[N:8]2)=[CH:17][CH:16]=1.